This data is from Forward reaction prediction with 1.9M reactions from USPTO patents (1976-2016). The task is: Predict the product of the given reaction. (1) Given the reactants [Br:1][C:2]1[CH:7]=[CH:6][C:5]([CH:8](Cl)[C:9]2[CH:14]=[CH:13][CH:12]=[C:11]([O:15][Si:16]([C:19]([CH3:22])([CH3:21])[CH3:20])([CH3:18])[CH3:17])[CH:10]=2)=[CH:4][CH:3]=1.[CH3:24][C@H:25]1[CH2:30][NH:29][C@@H:28]([CH3:31])[CH2:27][NH:26]1.N[C@H](C(N[C@H](C(O)=O)C)=O)C.O=C1NCCNC1=O, predict the reaction product. The product is: [Br:1][C:2]1[CH:7]=[CH:6][C:5]([CH:8]([N:26]2[CH2:27][C@H:28]([CH3:31])[NH:29][CH2:30][C@@H:25]2[CH3:24])[C:9]2[CH:14]=[CH:13][CH:12]=[C:11]([O:15][Si:16]([C:19]([CH3:22])([CH3:21])[CH3:20])([CH3:18])[CH3:17])[CH:10]=2)=[CH:4][CH:3]=1. (2) Given the reactants C([O:3][C:4](=[O:36])[CH2:5][C@H:6]1[O:12][C@H:11]([C:13]2[CH:18]=[CH:17][CH:16]=[C:15]([O:19][CH3:20])[C:14]=2[O:21][CH3:22])[C:10]2[CH:23]=[C:24]([Cl:27])[CH:25]=[CH:26][C:9]=2[N:8]([CH2:28][C:29]([CH2:33][OH:34])([CH3:32])[CH2:30][OH:31])[C:7]1=[O:35])C.[OH-].[Na+].O.Cl, predict the reaction product. The product is: [Cl:27][C:24]1[CH:25]=[CH:26][C:9]2[N:8]([CH2:28][C:29]([CH2:33][OH:34])([CH3:32])[CH2:30][OH:31])[C:7](=[O:35])[C@@H:6]([CH2:5][C:4]([OH:36])=[O:3])[O:12][C@H:11]([C:13]3[CH:18]=[CH:17][CH:16]=[C:15]([O:19][CH3:20])[C:14]=3[O:21][CH3:22])[C:10]=2[CH:23]=1. (3) Given the reactants [Cl:1][C:2]1[CH:7]=[C:6](I)[CH:5]=[CH:4][N:3]=1.C(N(CC)CC)C.C1(P(C2C=CC=CC=2)C2C=CC=CC=2)C=CC=CC=1.[CH3:35][Si:36]([C:39]#[CH:40])([CH3:38])[CH3:37], predict the reaction product. The product is: [Cl:1][C:2]1[CH:7]=[C:6]([C:40]#[C:39][Si:36]([CH3:38])([CH3:37])[CH3:35])[CH:5]=[CH:4][N:3]=1. (4) The product is: [OH:8][C:6]1[CH:5]=[C:4]([NH:9][S:10]([C:13]2[CH:18]=[CH:17][C:16]([O:19][CH3:20])=[CH:15][CH:14]=2)(=[O:12])=[O:11])[CH:3]=[C:2]([B:21]2[O:25][C:24]([CH3:27])([CH3:26])[C:23]([CH3:29])([CH3:28])[O:22]2)[CH:7]=1. Given the reactants Br[C:2]1[CH:3]=[C:4]([NH:9][S:10]([C:13]2[CH:18]=[CH:17][C:16]([O:19][CH3:20])=[CH:15][CH:14]=2)(=[O:12])=[O:11])[CH:5]=[C:6]([OH:8])[CH:7]=1.[B:21]1([B:21]2[O:25][C:24]([CH3:27])([CH3:26])[C:23]([CH3:29])([CH3:28])[O:22]2)[O:25][C:24]([CH3:27])([CH3:26])[C:23]([CH3:29])([CH3:28])[O:22]1.C([O-])(=O)C.[K+].O, predict the reaction product. (5) Given the reactants [C:1]([C:9]1[CH:17]=[CH:16][C:12]([C:13]([OH:15])=O)=[CH:11][C:10]=1[CH3:18])(=[O:8])[C:2]1[CH:7]=[CH:6][CH:5]=[CH:4][CH:3]=1.CN(C(ON1N=NC2C=CC=CC1=2)=[N+](C)C)C.[B-](F)(F)(F)F.C(N(C(C)C)CC)(C)C.[Cl:50][C:51]1[CH:62]=[CH:61][C:54]2[NH:55][C:56]([C@@H:58]([NH2:60])[CH3:59])=[N:57][C:53]=2[CH:52]=1.ClCl, predict the reaction product. The product is: [C:1]([C:9]1[CH:17]=[CH:16][C:12]([C:13]([NH:60][C@H:58]([C:56]2[NH:55][C:54]3[CH:61]=[CH:62][C:51]([Cl:50])=[CH:52][C:53]=3[N:57]=2)[CH3:59])=[O:15])=[CH:11][C:10]=1[CH3:18])(=[O:8])[C:2]1[CH:3]=[CH:4][CH:5]=[CH:6][CH:7]=1. (6) Given the reactants Br[C:2]1[CH:3]=[C:4]([NH:16][C:17]([C:19]2[NH:20][C:21]3[C:26]([CH:27]=2)=[CH:25][CH:24]=[C:23]([NH:28][S:29]([CH3:32])(=[O:31])=[O:30])[CH:22]=3)=[O:18])[CH:5]=[C:6]([C:8]2[CH:13]=[CH:12][C:11]([F:14])=[CH:10][C:9]=2[F:15])[CH:7]=1.[CH3:33][O:34][C:35]1[N:40]=[CH:39][C:38](B(O)O)=[CH:37][CH:36]=1.C([O-])([O-])=O.[Na+].[Na+], predict the reaction product. The product is: [F:15][C:9]1[CH:10]=[C:11]([F:14])[CH:12]=[CH:13][C:8]=1[C:6]1[CH:7]=[C:2]([C:38]2[CH:39]=[N:40][C:35]([O:34][CH3:33])=[CH:36][CH:37]=2)[CH:3]=[C:4]([NH:16][C:17]([C:19]2[NH:20][C:21]3[C:26]([CH:27]=2)=[CH:25][CH:24]=[C:23]([NH:28][S:29]([CH3:32])(=[O:31])=[O:30])[CH:22]=3)=[O:18])[CH:5]=1. (7) Given the reactants [C:1](OC(O[C:1]([CH3:4])([CH3:3])[CH3:2])N(C)C)([CH3:4])([CH3:3])[CH3:2].[C:15]([O:19][C:20]([NH:22][C@:23]1([C:33]([OH:35])=[O:34])[C@@H:25]([C:26]2[CH:31]=[CH:30][CH:29]=[CH:28][CH:27]=2)[C@H:24]1[CH3:32])=[O:21])([CH3:18])([CH3:17])[CH3:16].C(=O)([O-])O.[Na+], predict the reaction product. The product is: [C:1]([O:34][C:33]([C@@:23]1([NH:22][C:20]([O:19][C:15]([CH3:16])([CH3:17])[CH3:18])=[O:21])[C@@H:25]([C:26]2[CH:31]=[CH:30][CH:29]=[CH:28][CH:27]=2)[C@H:24]1[CH3:32])=[O:35])([CH3:4])([CH3:3])[CH3:2].